From a dataset of Catalyst prediction with 721,799 reactions and 888 catalyst types from USPTO. Predict which catalyst facilitates the given reaction. (1) Reactant: [CH2:1]([C:3]1[CH:15]=[C:14]([CH2:16][OH:17])[CH:13]=[CH:12][C:4]=1[O:5][CH2:6][C:7]([O:9][CH2:10][CH3:11])=[O:8])[CH3:2]. Product: [CH2:1]([C:3]1[CH:15]=[C:14]([CH:16]=[O:17])[CH:13]=[CH:12][C:4]=1[O:5][CH2:6][C:7]([O:9][CH2:10][CH3:11])=[O:8])[CH3:2]. The catalyst class is: 428. (2) Reactant: [NH2:1][C:2]1[CH:3]=[C:4]([CH3:9])[CH:5]=[CH:6][C:7]=1[NH2:8].[S:10](=O)(=[O:13])([OH:12])[OH:11]. Product: [NH2:1][C:2]1[C:7]([NH2:8])=[CH:6][C:5]([S:10]([OH:13])(=[O:12])=[O:11])=[C:4]([CH3:9])[CH:3]=1. The catalyst class is: 6. (3) Reactant: [CH3:1][O:2][C:3]1[CH:31]=[C:30]([O:32][CH3:33])[CH:29]=[CH:28][C:4]=1[CH2:5][NH:6][C:7]1[CH:14]=[CH:13][C:10]([C:11]#[N:12])=[CH:9][C:8]=1[NH:15][C:16]1[N:21]=[C:20](SC#N)[C:19]([N+:25]([O-:27])=[O:26])=[CH:18][N:17]=1.[NH2:34][CH:35]1[CH2:40][CH2:39][O:38][CH2:37][CH2:36]1.C(N(CC)C(C)C)(C)C. Product: [CH3:1][O:2][C:3]1[CH:31]=[C:30]([O:32][CH3:33])[CH:29]=[CH:28][C:4]=1[CH2:5][NH:6][C:7]1[CH:14]=[CH:13][C:10]([C:11]#[N:12])=[CH:9][C:8]=1[NH:15][C:16]1[N:21]=[C:20]([NH:34][CH:35]2[CH2:40][CH2:39][O:38][CH2:37][CH2:36]2)[C:19]([N+:25]([O-:27])=[O:26])=[CH:18][N:17]=1. The catalyst class is: 49. (4) The catalyst class is: 4. Product: [C:18]([NH:22][C:23]([C:25]1[CH:29]=[C:28]([C:30]2[N:31]=[CH:32][C:33]([CH2:36][NH:37][C:9](=[O:10])[O:11][C:12]3[CH:17]=[CH:16][CH:15]=[CH:14][CH:13]=3)=[CH:34][CH:35]=2)[N:27]([C:38]2[CH:43]=[CH:42][CH:41]=[CH:40][CH:39]=2)[N:26]=1)=[O:24])([CH3:21])([CH3:19])[CH3:20]. Reactant: C(N(CC)CC)C.Cl[C:9]([O:11][C:12]1[CH:17]=[CH:16][CH:15]=[CH:14][CH:13]=1)=[O:10].[C:18]([NH:22][C:23]([C:25]1[CH:29]=[C:28]([C:30]2[CH:35]=[CH:34][C:33]([CH2:36][NH2:37])=[CH:32][N:31]=2)[N:27]([C:38]2[CH:43]=[CH:42][CH:41]=[CH:40][CH:39]=2)[N:26]=1)=[O:24])([CH3:21])([CH3:20])[CH3:19].CO. (5) Reactant: [Cl:1][C:2]1[CH:7]=[CH:6][C:5]([C:8](=O)[CH2:9][CH3:10])=[CH:4][CH:3]=1.Cl.[NH2:13][OH:14].C(N(CC)CC)C. Product: [Cl:1][C:2]1[CH:7]=[CH:6][C:5]([C:8](=[N:13][OH:14])[CH2:9][CH3:10])=[CH:4][CH:3]=1. The catalyst class is: 8. (6) Reactant: [Cl:1][C:2]1[CH:7]=[C:6]2[NH:8][C:9](=[O:40])[C:10]3([CH:15]([C:16]4[CH:21]=[C:20]([Cl:22])[CH:19]=[CH:18][C:17]=4[O:23][C:24]([C:27]([O:29][CH3:30])=[O:28])([CH3:26])[CH3:25])[CH2:14][C:13](=[O:31])[NH:12][CH:11]3[C:32]3[CH:37]=[C:36]([F:38])[CH:35]=[CH:34][C:33]=3[CH3:39])[C:5]2=[CH:4][CH:3]=1.[C:41](OC(=O)C)(=[O:43])[CH3:42]. Product: [C:41]([N:8]1[C:6]2[C:5](=[CH:4][CH:3]=[C:2]([Cl:1])[CH:7]=2)[C:10]2([CH:15]([C:16]3[CH:21]=[C:20]([Cl:22])[CH:19]=[CH:18][C:17]=3[O:23][C:24]([C:27]([O:29][CH3:30])=[O:28])([CH3:25])[CH3:26])[CH2:14][C:13](=[O:31])[NH:12][CH:11]2[C:32]2[CH:37]=[C:36]([F:38])[CH:35]=[CH:34][C:33]=2[CH3:39])[C:9]1=[O:40])(=[O:43])[CH3:42]. The catalyst class is: 79.